This data is from Reaction yield outcomes from USPTO patents with 853,638 reactions. The task is: Predict the reaction yield, written as a fraction of the theoretical maximum amount of product (1.0 means a 100% yield; for example, 0.34 means a 34% yield). (1) The reactants are [C:1]([O:4][CH2:5][C:6]1[C:11]([N:12]2[CH2:23][CH2:22][N:21]3[C:14](=[CH:15][C:16]4[CH2:17][C:18]([CH3:25])([CH3:24])[CH2:19][C:20]=43)[C:13]2=[O:26])=[CH:10][C:9]([F:27])=[CH:8][C:7]=1Br)(=[O:3])[CH3:2].[CH3:29][C:30]1([CH3:46])[C:34]([CH3:36])([CH3:35])[O:33][B:32]([B:32]2[O:33][C:34]([CH3:36])([CH3:35])[C:30]([CH3:46])([CH3:29])[O:31]2)[O:31]1.C([O-])(=O)C.[K+].C(Cl)Cl. The catalyst is C1(P([C-]2C=CC=C2)C2C=CC=CC=2)C=CC=CC=1.[C-]1(P(C2C=CC=CC=2)C2C=CC=CC=2)C=CC=C1.[Fe+2].O1CCOCC1. The product is [C:1]([O:4][CH2:5][C:6]1[C:11]([N:12]2[CH2:23][CH2:22][N:21]3[C:14](=[CH:15][C:16]4[CH2:17][C:18]([CH3:25])([CH3:24])[CH2:19][C:20]=43)[C:13]2=[O:26])=[CH:10][C:9]([F:27])=[CH:8][C:7]=1[B:32]1[O:33][C:34]([CH3:36])([CH3:35])[C:30]([CH3:46])([CH3:29])[O:31]1)(=[O:3])[CH3:2]. The yield is 1.00. (2) The reactants are [CH2:1]([C:5]1[O:9][N:8]=[C:7]([C:10]([OH:12])=O)[C:6]=1[CH2:13][CH2:14][CH3:15])[CH:2]([CH3:4])[CH3:3].[CH2:16]([C:20]1[C:21]([C:28]([OH:30])=O)=[N:22][O:23][C:24]=1[CH2:25][CH2:26][CH3:27])[CH:17]([CH3:19])[CH3:18].O/[N:32]=[C:33](/[C:35]1[CH:52]=[CH:51][C:38]([CH2:39][N:40]2[CH2:43][CH:42]([C:44]([O:46][C:47]([CH3:50])([CH3:49])[CH3:48])=[O:45])[CH2:41]2)=[CH:37][CH:36]=1)\[NH2:34].C1C=CC2N(O)N=NC=2C=1.C(N(C(C)C)CC)(C)C.C(Cl)CCl. The catalyst is CN(C=O)C. The product is [CH2:1]([C:5]1[O:9][N:8]=[C:7]([C:10]2[O:12][N:34]=[C:33]([C:35]3[CH:36]=[CH:37][C:38]([CH2:39][N:40]4[CH2:41][CH:42]([C:44]([O:46][C:47]([CH3:48])([CH3:50])[CH3:49])=[O:45])[CH2:43]4)=[CH:51][CH:52]=3)[N:32]=2)[C:6]=1[CH2:13][CH2:14][CH3:15])[CH:2]([CH3:3])[CH3:4].[CH2:16]([C:20]1[C:21]([C:28]2[O:30][N:34]=[C:33]([C:35]3[CH:36]=[CH:37][C:38]([CH2:39][N:40]4[CH2:41][CH:42]([C:44]([O:46][C:47]([CH3:48])([CH3:50])[CH3:49])=[O:45])[CH2:43]4)=[CH:51][CH:52]=3)[N:32]=2)=[N:22][O:23][C:24]=1[CH2:25][CH2:26][CH3:27])[CH:17]([CH3:18])[CH3:19]. The yield is 0.666. (3) The reactants are C1(C)C(C)=CC=CC=1.[N:9](/[C:12](=[CH:17]\[C:18]1[CH:19]=[C:20]2[C:24](=[CH:25][CH:26]=1)[NH:23][CH:22]=[CH:21]2)/[C:13]([O:15][CH3:16])=[O:14])=[N+]=[N-]. No catalyst specified. The product is [NH:9]1[C:19]2[C:18](=[CH:26][CH:25]=[C:24]3[C:20]=2[CH:21]=[CH:22][NH:23]3)[CH:17]=[C:12]1[C:13]([O:15][CH3:16])=[O:14]. The yield is 0.620.